Dataset: Merck oncology drug combination screen with 23,052 pairs across 39 cell lines. Task: Regression. Given two drug SMILES strings and cell line genomic features, predict the synergy score measuring deviation from expected non-interaction effect. (1) Drug 1: O=P1(N(CCCl)CCCl)NCCCO1. Drug 2: Cn1cc(-c2cnn3c(N)c(Br)c(C4CCCNC4)nc23)cn1. Cell line: VCAP. Synergy scores: synergy=10.1. (2) Drug 1: O=S1(=O)NC2(CN1CC(F)(F)F)C1CCC2Cc2cc(C=CCN3CCC(C(F)(F)F)CC3)ccc2C1. Drug 2: O=C(CCCCCCC(=O)Nc1ccccc1)NO. Cell line: A2058. Synergy scores: synergy=-0.587.